This data is from NCI-60 drug combinations with 297,098 pairs across 59 cell lines. The task is: Regression. Given two drug SMILES strings and cell line genomic features, predict the synergy score measuring deviation from expected non-interaction effect. (1) Drug 1: CC1CCC2CC(C(=CC=CC=CC(CC(C(=O)C(C(C(=CC(C(=O)CC(OC(=O)C3CCCCN3C(=O)C(=O)C1(O2)O)C(C)CC4CCC(C(C4)OC)OCCO)C)C)O)OC)C)C)C)OC. Drug 2: C1CN1C2=NC(=NC(=N2)N3CC3)N4CC4. Cell line: OVCAR3. Synergy scores: CSS=32.5, Synergy_ZIP=-4.33, Synergy_Bliss=1.59, Synergy_Loewe=-1.21, Synergy_HSA=-0.869. (2) Drug 1: CC1=C(C=C(C=C1)NC(=O)C2=CC=C(C=C2)CN3CCN(CC3)C)NC4=NC=CC(=N4)C5=CN=CC=C5. Drug 2: CS(=O)(=O)CCNCC1=CC=C(O1)C2=CC3=C(C=C2)N=CN=C3NC4=CC(=C(C=C4)OCC5=CC(=CC=C5)F)Cl. Cell line: HS 578T. Synergy scores: CSS=-2.32, Synergy_ZIP=0.159, Synergy_Bliss=0.418, Synergy_Loewe=-3.96, Synergy_HSA=-3.20. (3) Drug 1: C1CCC(C1)C(CC#N)N2C=C(C=N2)C3=C4C=CNC4=NC=N3. Cell line: SW-620. Synergy scores: CSS=3.11, Synergy_ZIP=-0.00332, Synergy_Bliss=-2.23, Synergy_Loewe=-4.88, Synergy_HSA=-4.66. Drug 2: COC1=C2C(=CC3=C1OC=C3)C=CC(=O)O2. (4) Drug 1: CN(C(=O)NC(C=O)C(C(C(CO)O)O)O)N=O. Drug 2: C(CN)CNCCSP(=O)(O)O. Cell line: NCI-H226. Synergy scores: CSS=5.55, Synergy_ZIP=-3.43, Synergy_Bliss=-5.52, Synergy_Loewe=0.819, Synergy_HSA=-1.22. (5) Drug 1: CC1OCC2C(O1)C(C(C(O2)OC3C4COC(=O)C4C(C5=CC6=C(C=C35)OCO6)C7=CC(=C(C(=C7)OC)O)OC)O)O. Drug 2: CCC(=C(C1=CC=CC=C1)C2=CC=C(C=C2)OCCN(C)C)C3=CC=CC=C3.C(C(=O)O)C(CC(=O)O)(C(=O)O)O. Cell line: NCI-H322M. Synergy scores: CSS=4.58, Synergy_ZIP=-1.59, Synergy_Bliss=-0.659, Synergy_Loewe=-2.87, Synergy_HSA=-1.15. (6) Drug 1: CC1=C(C=C(C=C1)NC2=NC=CC(=N2)N(C)C3=CC4=NN(C(=C4C=C3)C)C)S(=O)(=O)N.Cl. Drug 2: C1=NC(=NC(=O)N1C2C(C(C(O2)CO)O)O)N. Cell line: MDA-MB-231. Synergy scores: CSS=3.93, Synergy_ZIP=-2.12, Synergy_Bliss=-2.67, Synergy_Loewe=-4.03, Synergy_HSA=-3.94.